Dataset: Full USPTO retrosynthesis dataset with 1.9M reactions from patents (1976-2016). Task: Predict the reactants needed to synthesize the given product. (1) Given the product [F:11][C:12]1[CH:17]=[C:16]([F:18])[CH:15]=[CH:14][C:13]=1[C:19]1[N:24]=[C:23]([N:25]2[CH2:26][CH2:27][N:28]([C:8]([NH:7][C:3]3[N:2]=[N:1][CH:6]=[CH:5][CH:4]=3)=[O:10])[CH2:29][CH2:30]2)[CH:22]=[CH:21][CH:20]=1, predict the reactants needed to synthesize it. The reactants are: [N:1]1[CH:6]=[CH:5][CH:4]=[C:3]([NH:7][C:8](=[O:10])[O-])[N:2]=1.[F:11][C:12]1[CH:17]=[C:16]([F:18])[CH:15]=[CH:14][C:13]=1[C:19]1[N:24]=[C:23]([N:25]2[CH2:30][CH2:29][NH:28][CH2:27][CH2:26]2)[CH:22]=[CH:21][CH:20]=1. (2) Given the product [F:16][C:17]1[C:25]([C:26]([F:29])([F:28])[F:27])=[N:24][CH:23]=[CH:22][C:18]=1[C:19]([N:46]1[CH2:47][CH2:49][C:15]2[N:7]([C:2]3[N:3]=[CH:4][C:5]([F:41])=[CH:6][N:1]=3)[N:8]=[N:9][C:52]=2[C@@H:50]1[CH3:51])=[O:21], predict the reactants needed to synthesize it. The reactants are: [N:1]1[CH:6]=[CH:5][CH:4]=[N:3][C:2]=1[N:7]1[C:15]2CCNCC=2[N:9]=[N:8]1.[F:16][C:17]1[C:25]([C:26]([F:29])([F:28])[F:27])=[N:24][CH:23]=[CH:22][C:18]=1[C:19]([OH:21])=O.ClC1C(C(F)(F)[F:41])=CC=CC=1C(O)=O.CC[N:46]([CH:50]([CH3:52])[CH3:51])[CH:47]([CH3:49])C.